Dataset: Peptide-MHC class I binding affinity with 185,985 pairs from IEDB/IMGT. Task: Regression. Given a peptide amino acid sequence and an MHC pseudo amino acid sequence, predict their binding affinity value. This is MHC class I binding data. (1) The peptide sequence is QAFTFSPTYK. The MHC is Patr-A0101 with pseudo-sequence Patr-A0101. The binding affinity (normalized) is 0.333. (2) The peptide sequence is YSFGYNNL. The MHC is H-2-Db with pseudo-sequence H-2-Db. The binding affinity (normalized) is 0.567. (3) The peptide sequence is ASTNRQSGR. The MHC is HLA-A11:01 with pseudo-sequence HLA-A11:01. The binding affinity (normalized) is 0.